This data is from Forward reaction prediction with 1.9M reactions from USPTO patents (1976-2016). The task is: Predict the product of the given reaction. (1) Given the reactants Br[C:2]1[C:7]([O:8][CH2:9][CH2:10][OH:11])=[CH:6][CH:5]=[CH:4][N:3]=1.[CH3:12][O-:13].[Na+], predict the reaction product. The product is: [OH:11][CH2:10][CH2:9][O:8][C:7]1[C:2]([O:13][CH3:12])=[N:3][CH:4]=[CH:5][CH:6]=1. (2) Given the reactants C([O:5][C:6](=[O:19])[CH2:7][C@@H:8]([CH2:17][NH2:18])[CH2:9][C@H:10]([CH3:16])[CH2:11][CH2:12][CH2:13][CH2:14][CH3:15])(C)(C)C, predict the reaction product. The product is: [NH2:18][CH2:17][C@@H:8]([CH2:9][C@H:10]([CH3:16])[CH2:11][CH2:12][CH2:13][CH2:14][CH3:15])[CH2:7][C:6]([OH:19])=[O:5]. (3) The product is: [CH:48]1([NH:51][C:52]([C@@H:54]2[CH2:58][C@@H:57]([OH:59])[CH2:56][N:55]2[C:30]([C:26]2[C:25]([CH3:33])=[C:24](/[CH:23]=[C:16]3\[C:17](=[O:22])[NH:18][C:19]4[C:15]\3=[CH:14][C:13]([S:10]([CH2:9][C:3]3[C:2]([Cl:1])=[CH:7][CH:6]=[CH:5][C:4]=3[Cl:8])(=[O:11])=[O:12])=[CH:21][CH:20]=4)[NH:28][C:27]=2[CH3:29])=[O:32])=[O:53])[CH2:50][CH2:49]1. Given the reactants [Cl:1][C:2]1[CH:7]=[CH:6][CH:5]=[C:4]([Cl:8])[C:3]=1[CH2:9][S:10]([C:13]1[CH:14]=[C:15]2[C:19](=[CH:20][CH:21]=1)[NH:18][C:17](=[O:22])/[C:16]/2=[CH:23]\[C:24]1[NH:28][C:27]([CH3:29])=[C:26]([C:30]([OH:32])=O)[C:25]=1[CH3:33])(=[O:12])=[O:11].C1C=CC2N(O)N=NC=2C=1.C(Cl)CCl.[CH:48]1([NH:51][C:52]([C@@H:54]2[CH2:58][C@@H:57]([OH:59])[CH2:56][NH:55]2)=[O:53])[CH2:50][CH2:49]1, predict the reaction product. (4) Given the reactants [Cl:1][C:2]1[C:3]([NH:23][C:24](=[O:32])[CH2:25][CH:26]2[CH2:31][CH2:30][CH2:29][CH2:28][CH2:27]2)=[C:4]2[C:9](=[CH:10][CH:11]=1)[N:8]=[C:7]([N:12]1[CH2:17][CH2:16][CH2:15][C@@H:14](OS(C)(=O)=O)[CH2:13]1)[CH:6]=[CH:5]2.[NH2:33][CH2:34][CH2:35][OH:36], predict the reaction product. The product is: [Cl:1][C:2]1[C:3]([NH:23][C:24](=[O:32])[CH2:25][CH:26]2[CH2:27][CH2:28][CH2:29][CH2:30][CH2:31]2)=[C:4]2[C:9](=[CH:10][CH:11]=1)[N:8]=[C:7]([N:12]1[CH2:17][CH2:16][CH2:15][CH:14]([NH:33][CH2:34][CH2:35][OH:36])[CH2:13]1)[CH:6]=[CH:5]2. (5) The product is: [CH:12]([O:15][C:16]1[N:21]=[C:20]([O:22][CH2:23][C:24](=[CH:25][OH:46])[C:8]([O:10][CH3:11])=[O:9])[CH:19]=[C:18]([C:35]([F:38])([F:37])[F:36])[N:17]=1)([CH3:14])[CH3:13]. Given the reactants ClC1C=CC=CC=1.[CH:8]([O:10][CH3:11])=[O:9].[CH:12]([O:15][C:16]1[N:21]=[C:20]([O:22][CH2:23][C:24]2C=CC=C[C:25]=2CC(OC)=O)[CH:19]=[C:18]([C:35]([F:38])([F:37])[F:36])[N:17]=1)([CH3:14])[CH3:13].C(N(CC)CC)C.[OH2:46], predict the reaction product.